This data is from Reaction yield outcomes from USPTO patents with 853,638 reactions. The task is: Predict the reaction yield, written as a fraction of the theoretical maximum amount of product (1.0 means a 100% yield; for example, 0.34 means a 34% yield). (1) The product is [Br:1][C:2]1[CH:16]=[C:15]([CH:14]=[C:4]([O:5][C:6]2[CH:11]=[CH:10][C:9]([F:12])=[CH:8][C:7]=2[F:13])[CH:3]=1)[NH2:17]. The reactants are [Br:1][C:2]1[CH:3]=[C:4]([CH:14]=[C:15]([N+:17]([O-])=O)[CH:16]=1)[O:5][C:6]1[CH:11]=[CH:10][C:9]([F:12])=[CH:8][C:7]=1[F:13].[Cl-].[NH4+].O.C(O)C. The yield is 1.00. The catalyst is C1COCC1.[Fe]. (2) The reactants are Br[C:2]1[CH:7]=[CH:6][C:5]([Br:8])=[CH:4][CH:3]=1.CO[CH:11]1[CH2:15]CC[CH2:12]1.C([Mg]Cl)(C)C.C([Li])CCC.C(Br)C=C.[Cl-].[NH4+]. The catalyst is C(OCC)C.CCCCCC.O1CCCC1. The product is [CH2:15]([C:2]1[CH:7]=[CH:6][C:5]([Br:8])=[CH:4][CH:3]=1)[CH:11]=[CH2:12]. The yield is 1.03. (3) The reactants are [F:1][C:2]1[CH:3]=[C:4]([C:33]2[C:34]([C:39]#[N:40])=[CH:35][CH:36]=[CH:37][CH:38]=2)[CH:5]=[CH:6][C:7]=1[CH2:8][C:9]1[C:10](=[O:32])[N:11]([C@H:21]2[CH2:26][CH2:25][C@H:24]([O:27][CH:28]([CH3:31])[CH2:29][OH:30])[CH2:23][CH2:22]2)[C:12]2[N:13]([N:18]=[CH:19][N:20]=2)[C:14]=1[CH2:15][CH2:16][CH3:17].[CH3:41]C(OI1(OC(C)=O)(OC(C)=O)OC(=O)C2C=CC=CC1=2)=O.C(=O)([O-])O.[Na+].S([O-])([O-])(=O)=S.[Na+].[Na+]. The catalyst is C(#N)C. The product is [F:1][C:2]1[CH:3]=[C:4]([C:33]2[C:34]([C:39]#[N:40])=[CH:35][CH:36]=[CH:37][CH:38]=2)[CH:5]=[CH:6][C:7]=1[CH2:8][C:9]1[C:10](=[O:32])[N:11]([C@H:21]2[CH2:26][CH2:25][C@H:24]([O:27][CH:28]([CH:29]3[CH2:41][O:30]3)[CH3:31])[CH2:23][CH2:22]2)[C:12]2[N:13]([N:18]=[CH:19][N:20]=2)[C:14]=1[CH2:15][CH2:16][CH3:17]. The yield is 0.180. (4) The reactants are [CH3:10][CH2:11][CH2:12][CH2:13][CH2:14][CH2:15][CH2:16]CC[CH2:10][CH2:11][CH2:12][CH2:13][CH2:14][CH2:15][CH3:16].C([O:20][CH2:21][CH3:22])(=O)C. The catalyst is C1(C)C=CC=CC=1. The product is [CH2:16]([O:20][C:21]1([CH3:22])[CH2:13][CH:12]=[CH:11][CH2:10]1)[C:15]1[CH:10]=[CH:11][CH:12]=[CH:13][CH:14]=1. The yield is 0.940. (5) The reactants are C([N:4]1[C:12]2[C:7](=[CH:8][C:9]([N+:14]([O-:16])=[O:15])=[CH:10][C:11]=2[F:13])[CH2:6][CH2:5]1)(=O)C.C(=O)([O-])O.[Na+]. The catalyst is Cl. The product is [F:13][C:11]1[CH:10]=[C:9]([N+:14]([O-:16])=[O:15])[CH:8]=[C:7]2[C:12]=1[NH:4][CH2:5][CH2:6]2. The yield is 1.00.